Predict the reactants needed to synthesize the given product. From a dataset of Full USPTO retrosynthesis dataset with 1.9M reactions from patents (1976-2016). (1) Given the product [CH3:14][C:12]1[CH:11]=[C:10]([C:15]2[CH:20]=[CH:19][C:18]([C:21]([F:24])([F:23])[F:22])=[CH:17][CH:16]=2)[N:9]=[C:8]([C:6]2[CH:5]=[CH:4][N:3]=[C:2]([C:29]3[CH:28]=[N:27][C:26]([NH2:25])=[CH:31][CH:30]=3)[CH:7]=2)[N:13]=1, predict the reactants needed to synthesize it. The reactants are: Cl[C:2]1[CH:7]=[C:6]([C:8]2[N:13]=[C:12]([CH3:14])[CH:11]=[C:10]([C:15]3[CH:20]=[CH:19][C:18]([C:21]([F:24])([F:23])[F:22])=[CH:17][CH:16]=3)[N:9]=2)[CH:5]=[CH:4][N:3]=1.[NH2:25][C:26]1[CH:31]=[CH:30][C:29](B2OC(C)(C)C(C)(C)O2)=[CH:28][N:27]=1. (2) Given the product [Br:1][C:2]1[CH:7]=[CH:6][C:5]([C:8]([F:11])([F:10])[F:9])=[CH:4][C:3]=1[CH2:12][Br:14], predict the reactants needed to synthesize it. The reactants are: [Br:1][C:2]1[CH:7]=[CH:6][C:5]([C:8]([F:11])([F:10])[F:9])=[CH:4][C:3]=1[CH2:12]O.[Br:14]P(Br)Br.C([O-])(O)=O.[Na+]. (3) The reactants are: [CH3:1][O:2][C:3](=[O:25])/[CH:4]=[CH:5]/[C:6]1[CH:11]=[CH:10][CH:9]=[CH:8][C:7]=1[N:12]1[CH2:17][CH2:16][N:15](C(OC(C)(C)C)=O)[CH2:14][CH2:13]1.FC(F)(F)C(O)=O. Given the product [N:12]1([C:7]2[CH:8]=[CH:9][CH:10]=[CH:11][C:6]=2/[CH:5]=[CH:4]/[C:3]([O:2][CH3:1])=[O:25])[CH2:13][CH2:14][NH:15][CH2:16][CH2:17]1, predict the reactants needed to synthesize it. (4) The reactants are: [Cl:1][C:2]1[CH:7]=[CH:6][C:5]([S:8][C:9]2[C:17]3[C:16]([CH:18]([OH:20])[CH3:19])=[CH:15][C:14]([F:21])=[CH:13][C:12]=3[N:11]3[CH2:22][CH2:23][CH:24]([CH2:25][C:26]([O:28][CH3:29])=[O:27])[C:10]=23)=[CH:4][CH:3]=1.[H-].[Na+].[CH3:32]I. Given the product [Cl:1][C:2]1[CH:7]=[CH:6][C:5]([S:8][C:9]2[C:17]3[C:16]([CH:18]([O:20][CH3:32])[CH3:19])=[CH:15][C:14]([F:21])=[CH:13][C:12]=3[N:11]3[CH2:22][CH2:23][CH:24]([CH2:25][C:26]([O:28][CH3:29])=[O:27])[C:10]=23)=[CH:4][CH:3]=1, predict the reactants needed to synthesize it. (5) Given the product [Cl:1][C:2]1[CH:21]=[CH:20][C:5]([CH:6]([C:7]2[CH:8]=[CH:9][C:10]([Cl:13])=[CH:11][CH:12]=2)[N:14]2[CH2:15][CH2:16][N:17]([C:32]([C:31]3[CH:35]=[CH:36][CH:37]=[CH:38][C:30]=3[F:29])=[O:33])[CH2:18][CH2:19]2)=[CH:4][CH:3]=1, predict the reactants needed to synthesize it. The reactants are: [Cl:1][C:2]1[CH:21]=[CH:20][C:5]([CH:6]([N:14]2[CH2:19][CH2:18][NH:17][CH2:16][CH2:15]2)[C:7]2[CH:12]=[CH:11][C:10]([Cl:13])=[CH:9][CH:8]=2)=[CH:4][CH:3]=1.C(N(CC)CC)C.[F:29][C:30]1[CH:38]=[CH:37][CH:36]=[CH:35][C:31]=1[C:32](Cl)=[O:33]. (6) Given the product [CH3:21][O:20][C:18]([N:2]([CH3:1])[CH2:3][CH2:4][CH2:5][CH2:6][CH2:7][C:8]([OH:10])=[O:9])=[O:19], predict the reactants needed to synthesize it. The reactants are: [CH3:1][NH:2][CH2:3][CH2:4][CH2:5][CH2:6][CH2:7][C:8]([OH:10])=[O:9].C(=O)([O-])[O-].[K+].[K+].Cl[C:18]([O:20][CH3:21])=[O:19].Cl.